Dataset: Forward reaction prediction with 1.9M reactions from USPTO patents (1976-2016). Task: Predict the product of the given reaction. (1) The product is: [F:4][C:2]([C:5]1[C:6]([C:16]2[O:18][N:45]=[C:44]([C:46]3[CH:63]=[CH:62][C:49]([CH2:50][N:51]4[CH2:54][CH:53]([C:55]([O:57][C:58]([CH3:61])([CH3:60])[CH3:59])=[O:56])[CH2:52]4)=[CH:48][CH:47]=3)[N:43]=2)=[N:7][O:8][C:9]=1[C:10]1[CH:11]=[CH:12][CH:13]=[CH:14][CH:15]=1)([F:1])[CH2:3][CH3:19]. Given the reactants [F:1][C:2]([C:5]1[C:6]([C:16]([OH:18])=O)=[N:7][O:8][C:9]=1[C:10]1[CH:15]=[CH:14][CH:13]=[CH:12][CH:11]=1)([F:4])[CH3:3].[CH:19]1C=CC2N(O)N=NC=2C=1.C(N(C(C)C)CC)(C)C.C(Cl)CCl.O/[N:43]=[C:44](/[C:46]1[CH:63]=[CH:62][C:49]([CH2:50][N:51]2[CH2:54][CH:53]([C:55]([O:57][C:58]([CH3:61])([CH3:60])[CH3:59])=[O:56])[CH2:52]2)=[CH:48][CH:47]=1)\[NH2:45], predict the reaction product. (2) Given the reactants [CH3:1][O:2][C:3]([C:5]1[C:6]([OH:26])=[C:7]2[C:12](=[CH:13][N:14]=1)[N:11]([CH2:15][C:16]1[CH:21]=[CH:20][C:19]([O:22][CH3:23])=[CH:18][CH:17]=1)[C:10](=[O:24])[C:9](Br)=[CH:8]2)=[O:4].[C:27]1([Sn](CCCC)(CCCC)CCCC)[CH:32]=[CH:31][CH:30]=[CH:29][CH:28]=1.CCOC(C)=O.Cl, predict the reaction product. The product is: [CH3:1][O:2][C:3]([C:5]1[C:6]([OH:26])=[C:7]2[C:12](=[CH:13][N:14]=1)[N:11]([CH2:15][C:16]1[CH:21]=[CH:20][C:19]([O:22][CH3:23])=[CH:18][CH:17]=1)[C:10](=[O:24])[C:9]([C:27]1[CH:32]=[CH:31][CH:30]=[CH:29][CH:28]=1)=[CH:8]2)=[O:4]. (3) Given the reactants [C:1]([O:5][C:6]([N:8]1[CH2:13][CH:12]=[C:11]([C:14]2[CH:19]=[CH:18][C:17]([CH:20]([C:22]([O:24][CH3:25])=[O:23])[CH3:21])=[CH:16][CH:15]=2)[CH2:10][CH2:9]1)=[O:7])([CH3:4])([CH3:3])[CH3:2], predict the reaction product. The product is: [C:1]([O:5][C:6]([N:8]1[CH2:9][CH2:10][CH:11]([C:14]2[CH:15]=[CH:16][C:17]([CH:20]([C:22]([O:24][CH3:25])=[O:23])[CH3:21])=[CH:18][CH:19]=2)[CH2:12][CH2:13]1)=[O:7])([CH3:4])([CH3:2])[CH3:3]. (4) Given the reactants OS([O-])(=O)=O.[K+].[CH3:7][C:8]([S@@:11]([NH2:13])=[O:12])([CH3:10])[CH3:9].[CH:14]([C:16]1[CH:23]=[CH:22][C:19]([C:20]#[N:21])=[CH:18][CH:17]=1)=O, predict the reaction product. The product is: [C:8]([S+:11](/[N:13]=[CH:14]/[C:16]1[CH:23]=[CH:22][C:19]([C:20]#[N:21])=[CH:18][CH:17]=1)[O-:12])([CH3:10])([CH3:9])[CH3:7]. (5) Given the reactants [NH:1]1[C:9]2[C:4](=[N:5][C:6]([NH2:10])=[CH:7][CH:8]=2)[CH:3]=[CH:2]1.[Cl:11][C:12]1[CH:20]=[CH:19][C:15]([C:16](Cl)=[O:17])=[CH:14][C:13]=1[F:21], predict the reaction product. The product is: [Cl:11][C:12]1[CH:20]=[CH:19][C:15]([C:16]([NH:10][C:6]2[N:5]=[C:4]3[CH:3]=[CH:2][NH:1][C:9]3=[CH:8][CH:7]=2)=[O:17])=[CH:14][C:13]=1[F:21]. (6) Given the reactants [Cl:1][C:2]1[CH:10]=[CH:9][C:5]([C:6](O)=O)=[CH:4][N:3]=1.[C:11]1([NH2:18])[CH:16]=[CH:15][CH:14]=[CH:13][C:12]=1[NH2:17].C([O-])(O)=O.[Na+], predict the reaction product. The product is: [Cl:1][C:2]1[N:3]=[CH:4][C:5]([C:6]2[NH:18][C:11]3[CH:16]=[CH:15][CH:14]=[CH:13][C:12]=3[N:17]=2)=[CH:9][CH:10]=1. (7) Given the reactants Br[C:2]1[CH:11]=[CH:10][C:9]2[N:8]=[CH:7][C:6]3[N:12]([CH3:23])[C:13](=[O:22])[N:14]([C:15]4[C:16]([CH3:21])=[N:17][N:18]([CH3:20])[CH:19]=4)[C:5]=3[C:4]=2[CH:3]=1.[CH:24]([O:27][C:28]1[C:29]([O:43][CH3:44])=[N:30][CH:31]=[C:32](B2OC(C)(C)C(C)(C)O2)[CH:33]=1)([CH3:26])[CH3:25], predict the reaction product. The product is: [CH3:20][N:18]1[CH:19]=[C:15]([N:14]2[C:5]3[C:4]4[CH:3]=[C:2]([C:32]5[CH:31]=[N:30][C:29]([O:43][CH3:44])=[C:28]([O:27][CH:24]([CH3:25])[CH3:26])[CH:33]=5)[CH:11]=[CH:10][C:9]=4[N:8]=[CH:7][C:6]=3[N:12]([CH3:23])[C:13]2=[O:22])[C:16]([CH3:21])=[N:17]1.